Dataset: Forward reaction prediction with 1.9M reactions from USPTO patents (1976-2016). Task: Predict the product of the given reaction. (1) Given the reactants [CH2:1]([SH:3])[CH3:2].[CH3:4][S:5]([C:8]1[CH:15]=[CH:14][C:11]([CH2:12]Cl)=[CH:10][CH:9]=1)(=[O:7])=[O:6].C(=O)([O-])[O-].[Cs+].[Cs+].O, predict the reaction product. The product is: [CH2:1]([S:3][CH2:12][C:11]1[CH:10]=[CH:9][C:8]([S:5]([CH3:4])(=[O:7])=[O:6])=[CH:15][CH:14]=1)[CH3:2]. (2) Given the reactants [Cl:1][C:2]1[CH:7]=[C:6]([CH2:8][CH2:9][NH:10][C:11]2[N:16]=[C:15]([C:17]3[CH:22]=[CH:21][CH:20]=[C:19]([CH2:23][NH:24][CH:25]([CH3:27])[CH3:26])[CH:18]=3)[CH:14]=[CH:13][N:12]=2)[CH:5]=[CH:4][C:3]=1[OH:28].[CH3:29][C:30]1[CH:38]=[CH:37][C:33]([C:34](O)=[O:35])=[CH:32][N:31]=1, predict the reaction product. The product is: [Cl:1][C:2]1[CH:7]=[C:6]([CH2:8][CH2:9][NH:10][C:11]2[N:16]=[C:15]([C:17]3[CH:18]=[C:19]([CH:20]=[CH:21][CH:22]=3)[CH2:23][N:24]([CH:25]([CH3:26])[CH3:27])[C:34](=[O:35])[C:33]3[CH:37]=[CH:38][C:30]([CH3:29])=[N:31][CH:32]=3)[CH:14]=[CH:13][N:12]=2)[CH:5]=[CH:4][C:3]=1[OH:28]. (3) Given the reactants C1COCC1.Br[C:7]1[S:8][CH:9]=[CH:10][CH:11]=1.[F:12][C:13]1[N:18]=[CH:17][C:16]([Mg]Br)=[CH:15][CH:14]=1.Cl, predict the reaction product. The product is: [F:12][C:13]1[CH:14]=[CH:15][C:16]([C:7]2[S:8][CH:9]=[CH:10][CH:11]=2)=[CH:17][N:18]=1. (4) Given the reactants [CH3:1][S:2]([N:5]1[CH2:10][CH2:9][C:8](=O)[CH2:7][CH2:6]1)(=[O:4])=[O:3].[CH3:12][CH:13]1[CH2:18][CH2:17][NH:16][CH2:15][CH2:14]1, predict the reaction product. The product is: [CH3:1][S:2]([N:5]1[CH2:10][CH:9]=[C:8]([N:16]2[CH2:17][CH2:18][CH:13]([CH3:12])[CH2:14][CH2:15]2)[CH2:7][CH2:6]1)(=[O:4])=[O:3]. (5) The product is: [CH3:1][NH:2][C:3]([C:5]1[C:9]2[CH:10]=[CH:11][C:12]([O:14][C:15]3[CH:20]=[CH:19][N:18]=[C:17]4[CH:21]=[C:22]([C:24]([N:26]5[CH2:30][CH2:29][CH2:28][C@H:27]5[CH2:31][OH:32])=[O:25])[S:23][C:16]=34)=[CH:13][C:8]=2[O:7][C:6]=1[CH2:34][CH3:35])=[O:4]. Given the reactants [CH3:1][NH:2][C:3]([C:5]1[C:9]2[CH:10]=[CH:11][C:12]([O:14][C:15]3[CH:20]=[CH:19][N:18]=[C:17]4[CH:21]=[C:22]([C:24]([N:26]5[CH2:30][CH2:29][CH2:28][CH:27]5[CH2:31][O:32]C)=[O:25])[S:23][C:16]=34)=[CH:13][C:8]=2[O:7][C:6]=1[CH2:34][CH3:35])=[O:4].B(Br)(Br)Br.CNC(C1C2C=CC(O)=CC=2SC=1C)=O, predict the reaction product. (6) Given the reactants [C:1]([OH:7])(=O)[CH2:2][CH2:3][C:4]#[CH:5].CCN(CC)CC.ClC(OCC)=O.[CH3:21][N:22]1[CH2:27][CH2:26][NH:25][CH2:24][CH2:23]1, predict the reaction product. The product is: [CH3:21][N:22]1[CH2:27][CH2:26][N:25]([C:1](=[O:7])[CH2:2][CH2:3][C:4]#[CH:5])[CH2:24][CH2:23]1. (7) Given the reactants [CH3:1][C:2]#[N:3].[Li]CCCC.[F:9][C:10]([F:19])([F:18])[C:11]([CH3:17])([CH3:16])[C:12](OC)=[O:13], predict the reaction product. The product is: [F:9][C:10]([F:19])([F:18])[C:11]([CH3:17])([CH3:16])[C:12](=[O:13])[CH2:1][C:2]#[N:3].